This data is from Forward reaction prediction with 1.9M reactions from USPTO patents (1976-2016). The task is: Predict the product of the given reaction. (1) Given the reactants C(O)(C(F)(F)F)=O.[CH2:8]([C:15]1[C:19]2[CH:20]=[CH:21][C:22](/[C:24](/[CH2:43][CH3:44])=[CH:25]\[CH2:26][N:27]([O:35]C(OC(C)(C)C)=O)C(=O)OC(C)(C)C)=[CH:23][C:18]=2[O:17][C:16]=1[CH2:45][CH3:46])[C:9]1[CH:14]=[CH:13][CH:12]=[CH:11][CH:10]=1, predict the reaction product. The product is: [CH2:8]([C:15]1[C:19]2[CH:20]=[CH:21][C:22](/[C:24](/[CH2:43][CH3:44])=[CH:25]\[CH2:26][NH:27][OH:35])=[CH:23][C:18]=2[O:17][C:16]=1[CH2:45][CH3:46])[C:9]1[CH:10]=[CH:11][CH:12]=[CH:13][CH:14]=1. (2) Given the reactants I[C:2]1[N:10]=[C:9]2[C:5]([N:6]=[CH:7][N:8]2[CH2:11][CH3:12])=[C:4]([NH2:13])[N:3]=1.[CH2:14]([SH:21])[C:15]1[CH:20]=[CH:19][CH:18]=[CH:17][CH:16]=1.[OH-].[Na+].Cl, predict the reaction product. The product is: [CH2:14]([S:21][C:2]1[N:10]=[C:9]2[C:5]([N:6]=[CH:7][N:8]2[CH2:11][CH3:12])=[C:4]([NH2:13])[N:3]=1)[C:15]1[CH:20]=[CH:19][CH:18]=[CH:17][CH:16]=1.